Dataset: Forward reaction prediction with 1.9M reactions from USPTO patents (1976-2016). Task: Predict the product of the given reaction. (1) Given the reactants Br[C:2]1[S:6][C:5]([CH:7]=[O:8])=[CH:4][C:3]=1[C:9]1[C:10]([F:15])=[N:11][CH:12]=[CH:13][CH:14]=1.N1C=CC=CC=1.O.O.[C:24]1([S:30]([O-:32])=[O:31])[CH:29]=[CH:28][CH:27]=[CH:26][CH:25]=1.[Na+].O, predict the reaction product. The product is: [F:15][C:10]1[C:9]([C:3]2[CH:4]=[C:5]([CH:7]=[O:8])[S:6][C:2]=2[S:30]([C:24]2[CH:29]=[CH:28][CH:27]=[CH:26][CH:25]=2)(=[O:32])=[O:31])=[CH:14][CH:13]=[CH:12][N:11]=1. (2) Given the reactants [C:1]([O:5][C:6]([N:8]1[CH2:25][CH2:24][N:11]2[C:12](=[O:23])[C:13]3[C:18]([C@H:10]2[CH2:9]1)=[CH:17][CH:16]=[CH:15][C:14]=3[C:19]([F:22])([F:21])[F:20])=[O:7])([CH3:4])([CH3:3])[CH3:2].[CH3:26]I.[H-].[Na+], predict the reaction product. The product is: [C:1]([O:5][C:6]([N:8]1[CH2:25][CH2:24][N:11]2[C:12](=[O:23])[C:13]3[C:18]([C:10]2([CH3:26])[CH2:9]1)=[CH:17][CH:16]=[CH:15][C:14]=3[C:19]([F:20])([F:22])[F:21])=[O:7])([CH3:4])([CH3:2])[CH3:3]. (3) Given the reactants [F:1][C:2]1[CH:3]=[C:4]([CH:12]=[C:13](B2OC(C)(C)C(C)(C)O2)[C:14]=1[CH3:15])[C:5]([O:7][C:8]([CH3:11])([CH3:10])[CH3:9])=[O:6].Br[C:26]1[CH:35]=[CH:34][C:33]([C:36]([NH:38][CH2:39][C:40]([CH3:43])([CH3:42])[CH3:41])=[O:37])=[CH:32][C:27]=1[C:28]([O:30][CH3:31])=[O:29].C(=O)([O-])[O-].[Na+].[Na+], predict the reaction product. The product is: [CH3:41][C:40]([CH3:43])([CH3:42])[CH2:39][NH:38][C:36]([C:33]1[CH:32]=[C:27]([C:28]([O:30][CH3:31])=[O:29])[C:26]([C:13]2[C:14]([CH3:15])=[C:2]([F:1])[CH:3]=[C:4]([C:5]([O:7][C:8]([CH3:9])([CH3:10])[CH3:11])=[O:6])[CH:12]=2)=[CH:35][CH:34]=1)=[O:37]. (4) Given the reactants [CH3:1][O:2][C:3]1[CH:8]=[CH:7][CH:6]=[CH:5][C:4]=1[C:9]1[NH:10][C:11]2[C:16]([CH:17]=1)=[CH:15][C:14](B1OC(C)(C)C(C)(C)O1)=[CH:13][CH:12]=2.FC(F)(F)S(O[C:33]1[CH2:34][CH:35]2[N:40]([C:41]([O:43][C:44]([CH3:47])([CH3:46])[CH3:45])=[O:42])[CH:38]([CH:39]=1)[CH2:37][CH2:36]2)(=O)=O.C(=O)([O-])[O-].[Cs+].[Cs+], predict the reaction product. The product is: [CH3:1][O:2][C:3]1[CH:8]=[CH:7][CH:6]=[CH:5][C:4]=1[C:9]1[NH:10][C:11]2[C:16]([CH:17]=1)=[CH:15][C:14]([C:33]1[CH2:34][CH:35]3[N:40]([C:41]([O:43][C:44]([CH3:47])([CH3:46])[CH3:45])=[O:42])[CH:38]([CH:39]=1)[CH2:37][CH2:36]3)=[CH:13][CH:12]=2. (5) Given the reactants Br[C:2]1[CH:7]=[CH:6][N:5]2[C:8]3[CH:14]=[CH:13][CH:12]=[CH:11][C:9]=3[N:10]=[C:4]2[N:3]=1.[NH2:15][C:16]1[CH:21]=[CH:20][C:19](B(O)O)=[CH:18][C:17]=1[F:25], predict the reaction product. The product is: [N:3]1[C:4]2[N:5]([C:8]3[CH:14]=[CH:13][CH:12]=[CH:11][C:9]=3[N:10]=2)[CH:6]=[CH:7][C:2]=1[C:19]1[CH:20]=[CH:21][C:16]([NH2:15])=[C:17]([F:25])[CH:18]=1. (6) Given the reactants [CH2:1]([O:3][C:4]([C:6]1[NH:7][CH:8]=[CH:9][C:10]=1[NH2:11])=[O:5])[CH3:2].[NH:12]1[CH:16]=[CH:15][N:14]=[C:13]1[CH:17]=O.[BH3-]C#N.[Na+], predict the reaction product. The product is: [NH:12]1[CH:16]=[CH:15][N:14]=[C:13]1[CH2:17][NH:11][C:10]1[CH:9]=[CH:8][NH:7][C:6]=1[C:4]([O:3][CH2:1][CH3:2])=[O:5]. (7) Given the reactants [F:1][C:2]([F:11])([F:10])[C:3]1[CH:8]=[CH:7][C:6]([OH:9])=[CH:5][CH:4]=1.BrBr.Br[C:15]1[CH:20]=C(C(F)(F)F)C=C[C:16]=1[OH:25].[H-].[Na+].C([Br:31])C=C.C(OCC=C)C=C.C(C1C(C(F)(F)F)=CC=C(Cl)C=1O)C=C.C(C1C=C(C(F)(F)F)C=C(Br)C=1O)C=C.ClC1C=C(C=CC=1)C(OO)=O.C(=O)([O-])[O-].[K+].[K+].ClC1C2OC(CO)CC=2C(C(F)(F)F)=CC=1, predict the reaction product. The product is: [Br:31][C:7]1[C:6]2[O:9][CH:15]([CH2:16][OH:25])[CH2:20][C:5]=2[CH:4]=[C:3]([C:2]([F:10])([F:11])[F:1])[CH:8]=1.